The task is: Predict the reaction yield, written as a fraction of the theoretical maximum amount of product (1.0 means a 100% yield; for example, 0.34 means a 34% yield).. This data is from Reaction yield outcomes from USPTO patents with 853,638 reactions. (1) The reactants are [CH:1]1([CH2:6][C@H:7]([C:11]2[CH:16]=[CH:15][C:14]([S:17]([CH3:20])(=[O:19])=[O:18])=[C:13]([CH3:21])[CH:12]=2)[C:8]([OH:10])=O)[CH2:5][CH2:4][CH2:3][CH2:2]1.C(Cl)(=O)C(Cl)=O.[NH2:28][C:29]1[CH:34]=[N:33][C:32]([Br:35])=[CH:31][N:30]=1.N1C=CC=CC=1. The catalyst is C(Cl)Cl.CN(C)C=O. The product is [Br:35][C:32]1[N:33]=[CH:34][C:29]([NH:28][C:8](=[O:10])[C@@H:7]([C:11]2[CH:16]=[CH:15][C:14]([S:17]([CH3:20])(=[O:19])=[O:18])=[C:13]([CH3:21])[CH:12]=2)[CH2:6][CH:1]2[CH2:2][CH2:3][CH2:4][CH2:5]2)=[N:30][CH:31]=1. The yield is 0.840. (2) The reactants are [NH2:1][C:2]1[S:3][C:4]2[CH:32]=[CH:31][CH:30]=[CH:29][C:5]=2[C:6]=1[C:7]([N:9]1[CH2:14][CH2:13][CH:12]([N:15]2[CH2:28][CH2:27][CH2:26][C:17]3([S:21][C:20](=[O:22])[N:19]([CH2:23][CH3:24])[C:18]3=[O:25])[CH2:16]2)[CH2:11][CH2:10]1)=[O:8].ClC(Cl)(Cl)[C:35]([N:37]=C=O)=[O:36].C(OC(C)C)(C)C. No catalyst specified. The product is [CH2:23]([N:19]1[C:18](=[O:25])[C:17]2([CH2:26][CH2:27][CH2:28][N:15]([CH:12]3[CH2:11][CH2:10][N:9]([C:7]([C:6]4[C:5]5[CH:29]=[CH:30][CH:31]=[CH:32][C:4]=5[S:3][C:2]=4[NH:1][C:35]([NH2:37])=[O:36])=[O:8])[CH2:14][CH2:13]3)[CH2:16]2)[S:21][C:20]1=[O:22])[CH3:24]. The yield is 0.800. (3) The reactants are [NH2:1][C:2]1[C:7]([F:8])=[C:6]([Cl:9])[N:5]=[C:4]([C:10]([O:12][CH3:13])=[O:11])[CH:3]=1.[Br:14]N1C(C)(C)C(=O)N(Br)C1=O.OS([O-])=O.[Na+].CCOC(C)=O. The catalyst is ClCCCl. The product is [NH2:1][C:2]1[C:7]([F:8])=[C:6]([Cl:9])[N:5]=[C:4]([C:10]([O:12][CH3:13])=[O:11])[C:3]=1[Br:14]. The yield is 0.610. (4) The reactants are [CH3:1][O:2][C:3]1[C:11]2[CH:10]=[C:9]([NH2:12])[S:8][C:7]=2[C:6]([C:13]2[CH:18]=[CH:17][CH:16]=[CH:15][CH:14]=2)=[CH:5][CH:4]=1.C(N(CC)CC)C.[F:26][C:27]1[CH:35]=[CH:34][C:30]([C:31](Cl)=[O:32])=[CH:29][CH:28]=1. The catalyst is C1COCC1.CN(C1C=CN=CC=1)C. The product is [F:26][C:27]1[CH:35]=[CH:34][C:30]([C:31]([NH:12][C:9]2[S:8][C:7]3[C:6]([C:13]4[CH:14]=[CH:15][CH:16]=[CH:17][CH:18]=4)=[CH:5][CH:4]=[C:3]([O:2][CH3:1])[C:11]=3[CH:10]=2)=[O:32])=[CH:29][CH:28]=1. The yield is 0.500. (5) The reactants are [C:1]([C:5]1[CH:12]=[CH:11][C:8]([CH:9]=O)=[CH:7][CH:6]=1)([CH3:4])([CH3:3])[CH3:2].[NH:13]1[CH:17]=[CH:16][CH:15]=[CH:14]1.[OH-].[Na+]. No catalyst specified. The product is [CH3:2][C:1]([C:5]1[CH:12]=[CH:11][C:8]([CH:9]([C:14]2[NH:13][CH:17]=[CH:16][CH:15]=2)[C:17]2[NH:13][CH:14]=[CH:15][CH:16]=2)=[CH:7][CH:6]=1)([CH3:4])[CH3:3]. The yield is 0.790. (6) The reactants are [C:1]([C:3]1[CH:8]=[CH:7][C:6]([C@@H:9]2[C:14]([C:15]([O:17][CH2:18][CH:19]=[CH2:20])=[O:16])=[C:13]([CH3:21])[N:12]([C:22]3[CH:27]=[CH:26][CH:25]=[C:24]([C:28]([F:31])([F:30])[F:29])[CH:23]=3)[C:11](=[O:32])[NH:10]2)=[C:5]([S:33]([CH3:36])(=[O:35])=[O:34])[CH:4]=1)#[N:2].[CH3:37][Si](C)(C)[N-][Si](C)(C)C.[Li+].IC. The catalyst is C1COCC1. The product is [C:1]([C:3]1[CH:8]=[CH:7][C:6]([C@@H:9]2[C:14]([C:15]([O:17][CH2:18][CH:19]=[CH2:20])=[O:16])=[C:13]([CH3:21])[N:12]([C:22]3[CH:27]=[CH:26][CH:25]=[C:24]([C:28]([F:30])([F:29])[F:31])[CH:23]=3)[C:11](=[O:32])[N:10]2[CH3:37])=[C:5]([S:33]([CH3:36])(=[O:34])=[O:35])[CH:4]=1)#[N:2]. The yield is 0.590. (7) The reactants are [NH2:1][CH2:2][CH2:3][NH:4][S:5]([C:8]1[S:9][C:10]([Br:13])=[CH:11][CH:12]=1)(=[O:7])=[O:6].CCN(C(C)C)C(C)C.[C:23](Cl)(=[O:28])[C:24]([CH3:27])([CH3:26])[CH3:25].O. The catalyst is C(Cl)Cl. The product is [Br:13][C:10]1[S:9][C:8]([S:5]([NH:4][CH2:3][CH2:2][NH:1][C:23](=[O:28])[C:24]([CH3:27])([CH3:26])[CH3:25])(=[O:6])=[O:7])=[CH:12][CH:11]=1. The yield is 0.950. (8) The reactants are [CH2:1]([C:8](O)=O)[C:2]([CH2:4][C:5](O)=O)=[O:3].C([O-])(=O)C.[Na+].[C:16]([O:20][C:21](=[O:29])[N:22]([CH2:26]C=O)[CH2:23]C=O)([CH3:19])([CH3:18])[CH3:17].[CH2:30]([NH2:37])[C:31]1[CH:36]=[CH:35][CH:34]=[CH:33][CH:32]=1.C(=O)([O-])[O-].[K+].[K+]. The catalyst is O.Cl. The product is [C:16]([O:20][C:21]([N:22]1[CH2:26][CH:8]2[N:37]([CH2:30][C:31]3[CH:36]=[CH:35][CH:34]=[CH:33][CH:32]=3)[CH:5]([CH2:4][C:2](=[O:3])[CH2:1]2)[CH2:23]1)=[O:29])([CH3:19])([CH3:18])[CH3:17]. The yield is 0.480. (9) The yield is 0.120. The reactants are [CH3:1][O:2][C:3]1[C:8]([C:9]([NH2:11])=[O:10])=[C:7]([CH3:12])[N:6]=[C:5]([O:13][CH3:14])[CH:4]=1.C([Li])CCC.CO[C:22]1C=[CH:28][C:25]([C:26]#N)=[CH:24][CH:23]=1.[CH2:30]1[CH2:34][O:33][CH2:32][CH2:31]1. The product is [CH3:14][O:13][C:5]1[CH:4]=[C:3]([O:2][CH3:1])[C:8]2[C:9](=[O:10])[NH:11][C:28]([C:25]3[CH:24]=[C:23]([CH3:22])[C:34]([O:33][CH3:32])=[C:30]([CH3:31])[CH:26]=3)=[CH:12][C:7]=2[N:6]=1. No catalyst specified.